This data is from Catalyst prediction with 721,799 reactions and 888 catalyst types from USPTO. The task is: Predict which catalyst facilitates the given reaction. (1) Reactant: O.[F-].C([N+](C)(C)C)C1C=CC=CC=1.[CH2:14]([C:21]1([N:47]([CH3:49])[CH3:48])[CH2:26][CH2:25][CH:24]([CH2:27][O:28][CH2:29][C:30]2[C:38]3[C:33](=[CH:34][CH:35]=[C:36]([F:39])[CH:37]=3)[NH:32][C:31]=2[Si](CC)(CC)CC)[CH2:23][CH2:22]1)[C:15]1[CH:20]=[CH:19][CH:18]=[CH:17][CH:16]=1. Product: [CH2:14]([C:21]1([N:47]([CH3:48])[CH3:49])[CH2:22][CH2:23][CH:24]([CH2:27][O:28][CH2:29][C:30]2[C:38]3[C:33](=[CH:34][CH:35]=[C:36]([F:39])[CH:37]=3)[NH:32][CH:31]=2)[CH2:25][CH2:26]1)[C:15]1[CH:20]=[CH:19][CH:18]=[CH:17][CH:16]=1. The catalyst class is: 7. (2) Reactant: [C:1]1([C:7]2[O:11][N:10]=[C:9]([C:12]3[O:16][N:15]=[C:14]4[C:17]5[C:22]([CH2:23][CH2:24][C:13]=34)=[CH:21][C:20]([CH2:25]O)=[CH:19][CH:18]=5)[C:8]=2[C:27]([F:30])([F:29])[F:28])[CH:6]=[CH:5][CH:4]=[CH:3][CH:2]=1.P(Br)(Br)[Br:32]. Product: [Br:32][CH2:25][C:20]1[CH:21]=[C:22]2[C:17](=[CH:18][CH:19]=1)[C:14]1=[N:15][O:16][C:12]([C:9]3[C:8]([C:27]([F:28])([F:29])[F:30])=[C:7]([C:1]4[CH:6]=[CH:5][CH:4]=[CH:3][CH:2]=4)[O:11][N:10]=3)=[C:13]1[CH2:24][CH2:23]2. The catalyst class is: 4. (3) Reactant: F[C:2]1[CH:11]=[C:10]([F:12])[C:9]2[C:4](=[CH:5][C:6]([O:13][CH3:14])=[CH:7][CH:8]=2)[N:3]=1.C1C[O:18][CH2:17]C1.C[O-].[Na+]. Product: [F:12][C:10]1[C:9]2[C:4](=[CH:5][C:6]([O:13][CH3:14])=[CH:7][CH:8]=2)[N:3]=[C:2]([O:18][CH3:17])[CH:11]=1. The catalyst class is: 25. (4) Reactant: [OH-].[Na+].Cl.[NH2:4][C:5]([NH2:7])=[NH:6].[CH:8](=[C:15]1[CH2:23][C:22]2[C:17](=[C:18]([O:24][CH2:25][C:26]3[CH:31]=[CH:30][C:29]([O:32][CH3:33])=[CH:28][CH:27]=3)[CH:19]=[CH:20][CH:21]=2)[C:16]1=O)[C:9]1[CH:14]=[CH:13][CH:12]=[CH:11][CH:10]=1. Product: [CH3:33][O:32][C:29]1[CH:30]=[CH:31][C:26]([CH2:25][O:24][C:18]2[CH:19]=[CH:20][CH:21]=[C:22]3[C:17]=2[C:16]2[N:6]=[C:5]([NH2:7])[N:4]=[C:8]([C:9]4[CH:10]=[CH:11][CH:12]=[CH:13][CH:14]=4)[C:15]=2[CH2:23]3)=[CH:27][CH:28]=1. The catalyst class is: 14.